From a dataset of Catalyst prediction with 721,799 reactions and 888 catalyst types from USPTO. Predict which catalyst facilitates the given reaction. (1) The catalyst class is: 4. Reactant: [Cl:1][C:2]1[CH:7]=[C:6]([Cl:8])[CH:5]=[CH:4][C:3]=1[CH:9]([C:13]1[C:21]2[C:16](=[C:17]([CH2:23][S:24][CH3:25])[CH:18]=[C:19]([F:22])[CH:20]=2)[NH:15][CH:14]=1)[CH2:10][CH2:11][OH:12].ClC1C=CC=C(C(OO)=[O:34])C=1. Product: [Cl:1][C:2]1[CH:7]=[C:6]([Cl:8])[CH:5]=[CH:4][C:3]=1[CH:9]([C:13]1[C:21]2[C:16](=[C:17]([CH2:23][S:24]([CH3:25])=[O:34])[CH:18]=[C:19]([F:22])[CH:20]=2)[NH:15][CH:14]=1)[CH2:10][CH2:11][OH:12]. (2) Reactant: [C:1]([N:5]1[C:10](=[O:11])[C:9]([CH2:12][OH:13])=[C:8]([Cl:14])[CH:7]=[N:6]1)([CH3:4])([CH3:3])[CH3:2].N1C=CN=C1.[Si:20](Cl)([C:23]([CH3:26])([CH3:25])[CH3:24])([CH3:22])[CH3:21]. Product: [C:1]([N:5]1[C:10](=[O:11])[C:9]([CH2:12][O:13][Si:20]([C:23]([CH3:26])([CH3:25])[CH3:24])([CH3:22])[CH3:21])=[C:8]([Cl:14])[CH:7]=[N:6]1)([CH3:4])([CH3:2])[CH3:3]. The catalyst class is: 3. (3) Reactant: [Cl:1][C:2]1[CH:3]=[C:4]2[C:10]3([CH2:15][CH2:14][N:13](C(OC(C)(C)C)=O)[CH2:12][CH2:11]3)[CH2:9][N:8]([C:23]([C:25]3[CH:30]=[CH:29][N:28]=[C:27]([Cl:31])[CH:26]=3)=[O:24])[C:5]2=[CH:6][CH:7]=1.Cl.C(=O)(O)[O-].[Na+]. Product: [Cl:31][C:27]1[CH:26]=[C:25]([C:23]([N:8]2[C:5]3[C:4](=[CH:3][C:2]([Cl:1])=[CH:7][CH:6]=3)[C:10]3([CH2:11][CH2:12][NH:13][CH2:14][CH2:15]3)[CH2:9]2)=[O:24])[CH:30]=[CH:29][N:28]=1. The catalyst class is: 12. (4) Reactant: [Br:1][C:2]1[CH:3]=[CH:4][C:5]2[O:11][CH2:10][CH2:9][N:8]3[C:12](I)=[C:13]([C:15]([NH2:17])=[O:16])[N:14]=[C:7]3[C:6]=2[CH:19]=1.CC1(C)C(C)(C)OB([C:28]2[CH:29]=[N:30][N:31](C(OC(C)(C)C)=O)[CH:32]=2)O1. Product: [Br:1][C:2]1[CH:3]=[CH:4][C:5]2[O:11][CH2:10][CH2:9][N:8]3[C:12]([C:28]4[CH:29]=[N:30][NH:31][CH:32]=4)=[C:13]([C:15]([NH2:17])=[O:16])[N:14]=[C:7]3[C:6]=2[CH:19]=1. The catalyst class is: 6. (5) Reactant: Cl[C:2]1[CH:3]=[CH:4][C:5]2[N:6]([C:8]([C:18]3[CH:23]=[CH:22][N:21]=[N:20][CH:19]=3)=[C:9]([C:11]3[CH:16]=[CH:15][C:14]([F:17])=[CH:13][CH:12]=3)[N:10]=2)[N:7]=1.[CH2:24]([N:31]1[CH2:35][CH:34]2[CH2:36][NH:37][CH2:38][CH:33]2[CH2:32]1)[C:25]1[CH:30]=[CH:29][CH:28]=[CH:27][CH:26]=1.Cl. Product: [CH2:24]([N:31]1[CH2:35][CH:34]2[CH2:36][N:37]([C:2]3[CH:3]=[CH:4][C:5]4[N:6]([C:8]([C:18]5[CH:23]=[CH:22][N:21]=[N:20][CH:19]=5)=[C:9]([C:11]5[CH:16]=[CH:15][C:14]([F:17])=[CH:13][CH:12]=5)[N:10]=4)[N:7]=3)[CH2:38][CH:33]2[CH2:32]1)[C:25]1[CH:26]=[CH:27][CH:28]=[CH:29][CH:30]=1. The catalyst class is: 709. (6) Reactant: [NH2:1][C:2]1[C:7]2=[CH:8][CH:9]=[C:10]([C@@H:11]3[O:17][C@H:16]([CH2:18][OH:19])[C@@H:14]([OH:15])[C@@:12]3([CH3:20])[OH:13])[N:6]2[N:5]=[CH:4][N:3]=1.[Cl:21]N1C(=O)CCC1=O. Product: [NH2:1][C:2]1[C:7]2=[C:8]([Cl:21])[CH:9]=[C:10]([C@@H:11]3[O:17][C@H:16]([CH2:18][OH:19])[C@@H:14]([OH:15])[C@@:12]3([CH3:20])[OH:13])[N:6]2[N:5]=[CH:4][N:3]=1. The catalyst class is: 3. (7) The catalyst class is: 7. Reactant: [Li+].CC([N-]C(C)C)C.[CH2:9]([O:11][C:12](=[O:16])[CH:13]([CH3:15])[CH3:14])[CH3:10].[CH2:17]([N:24]1[CH2:29][CH2:28][C:27](=[O:30])[CH2:26][CH2:25]1)[C:18]1[CH:23]=[CH:22][CH:21]=[CH:20][CH:19]=1.[NH4+].[Cl-]. Product: [CH2:9]([O:11][C:12](=[O:16])[C:13]([C:27]1([OH:30])[CH2:28][CH2:29][N:24]([CH2:17][C:18]2[CH:23]=[CH:22][CH:21]=[CH:20][CH:19]=2)[CH2:25][CH2:26]1)([CH3:15])[CH3:14])[CH3:10]. (8) Reactant: [C:1]([O:5][C:6](=[O:23])[NH:7][C:8]1[CH:13]=[CH:12][C:11]([C:14]2[CH:19]=[N:18][C:17]([C:20]#[N:21])=[C:16](Cl)[N:15]=2)=[CH:10][CH:9]=1)([CH3:4])([CH3:3])[CH3:2].[NH2:24][NH2:25]. Product: [C:1]([O:5][C:6](=[O:23])[NH:7][C:8]1[CH:9]=[CH:10][C:11]([C:14]2[N:15]=[C:16]3[NH:24][N:25]=[C:20]([NH2:21])[C:17]3=[N:18][CH:19]=2)=[CH:12][CH:13]=1)([CH3:4])([CH3:2])[CH3:3]. The catalyst class is: 378. (9) Reactant: C([NH:3][CH2:4][C:5]([OH:7])=[O:6])C.Cl.[CH2:9](N(CC)CC)[CH3:10].[CH2:16]([O:18][C:19](=[O:23])[C:20](Cl)=[O:21])[CH3:17]. Product: [CH2:9]([CH:4]([C:5]([OH:7])=[O:6])[NH:3][C:20](=[O:21])[C:19]([O:18][CH2:16][CH3:17])=[O:23])[CH3:10]. The catalyst class is: 26. (10) Reactant: [CH2:1]([NH:5][C:6]1[N:14]=[C:13]2[C:9]([N:10]=[C:11]([O:24]C)[N:12]2[CH2:15][CH:16]2[CH2:21][CH2:20][CH2:19][N:18]([CH2:22][CH3:23])[CH2:17]2)=[C:8]([NH2:26])[N:7]=1)[CH2:2][CH2:3][CH3:4].Cl. Product: [NH2:26][C:8]1[N:7]=[C:6]([NH:5][CH2:1][CH2:2][CH2:3][CH3:4])[N:14]=[C:13]2[C:9]=1[NH:10][C:11](=[O:24])[N:12]2[CH2:15][CH:16]1[CH2:21][CH2:20][CH2:19][N:18]([CH2:22][CH3:23])[CH2:17]1. The catalyst class is: 71.